This data is from Peptide-MHC class I binding affinity with 185,985 pairs from IEDB/IMGT. The task is: Regression. Given a peptide amino acid sequence and an MHC pseudo amino acid sequence, predict their binding affinity value. This is MHC class I binding data. The peptide sequence is NQLDSSNKSM. The MHC is HLA-A02:01 with pseudo-sequence HLA-A02:01. The binding affinity (normalized) is 0.0990.